Predict the product of the given reaction. From a dataset of Forward reaction prediction with 1.9M reactions from USPTO patents (1976-2016). (1) Given the reactants F[C:2]1[C:3]([C:12]#[C:13][Si](C)(C)C)=[C:4]([C:10]#[N:11])[C:5](=[CH:8][CH:9]=1)[C:6]#[N:7].C([O-])([O-])=O.[K+].[K+].[C:24]1([C@H:30]([NH2:32])[CH3:31])[CH:29]=[CH:28][CH:27]=[CH:26][CH:25]=1, predict the reaction product. The product is: [C:24]1([C@H:30]([N:32]2[C:2]3[C:3](=[C:4]([C:10]#[N:11])[C:5]([C:6]#[N:7])=[CH:8][CH:9]=3)[CH:12]=[CH:13]2)[CH3:31])[CH:29]=[CH:28][CH:27]=[CH:26][CH:25]=1. (2) Given the reactants [H-].[H-].[H-].[H-].[Li+].[Al+3].[CH3:7][N:8]([CH3:27])[C:9]1([C:21]2[CH:22]=[N:23][CH:24]=[CH:25][CH:26]=2)[CH2:14][CH2:13][CH:12]([CH2:15][C:16](OCC)=[O:17])[CH2:11][CH2:10]1, predict the reaction product. The product is: [CH3:27][N:8]([CH3:7])[C:9]1([C:21]2[CH:22]=[N:23][CH:24]=[CH:25][CH:26]=2)[CH2:10][CH2:11][CH:12]([CH2:15][CH2:16][OH:17])[CH2:13][CH2:14]1. (3) The product is: [Cl:24][C:25]1[CH:26]=[C:27]([CH:28]2[N:20]3[N:19]=[C:18]([CH3:17])[CH:22]=[C:21]3[NH:23][C:14]([CH3:15])=[C:13]2[S:10]([NH:9][C:6]2[CH:5]=[CH:4][C:3]([O:2][CH3:1])=[CH:8][CH:7]=2)(=[O:12])=[O:11])[CH:30]=[CH:31][C:32]=1[Cl:33]. Given the reactants [CH3:1][O:2][C:3]1[CH:8]=[CH:7][C:6]([NH:9][S:10]([CH2:13][C:14](=O)[CH3:15])(=[O:12])=[O:11])=[CH:5][CH:4]=1.[CH3:17][C:18]1[CH:22]=[C:21]([NH2:23])[NH:20][N:19]=1.[Cl:24][C:25]1[CH:26]=[C:27]([CH:30]=[CH:31][C:32]=1[Cl:33])[CH:28]=O, predict the reaction product. (4) Given the reactants [N+:1]([C:4]1[N:5]=[CH:6][C:7]([NH:10][S:11]([CH3:14])(=[O:13])=[O:12])=[N:8][CH:9]=1)([O-])=O.[Cl-].[NH4+], predict the reaction product. The product is: [NH2:1][C:4]1[N:5]=[CH:6][C:7]([NH:10][S:11]([CH3:14])(=[O:13])=[O:12])=[N:8][CH:9]=1. (5) Given the reactants [Cl:1][C:2]1[C:7](/[C:8](/O)=[CH:9]\[C:10]2[CH:15]=[CH:14][N:13]=[C:12]([Cl:16])[N:11]=2)=[CH:6][CH:5]=[CH:4][C:3]=1[NH:18][S:19]([C:22]1[CH:27]=[C:26]([F:28])[CH:25]=[CH:24][C:23]=1[F:29])(=[O:21])=[O:20].C1C(=O)N(Br)C(=O)C1.[CH3:38][C:39]([CH3:44])([CH3:43])[C:40](=[S:42])[NH2:41], predict the reaction product. The product is: [Cl:1][C:2]1[C:7]([C:8]2[N:41]=[C:40]([C:39]([CH3:44])([CH3:43])[CH3:38])[S:42][C:9]=2[C:10]2[CH:15]=[CH:14][N:13]=[C:12]([Cl:16])[N:11]=2)=[CH:6][CH:5]=[CH:4][C:3]=1[NH:18][S:19]([C:22]1[CH:27]=[C:26]([F:28])[CH:25]=[CH:24][C:23]=1[F:29])(=[O:21])=[O:20]. (6) Given the reactants [OH-].[Na+].[CH3:3][C:4]1[O:8][C:7]([C:9]2[CH:14]=[CH:13][CH:12]=[CH:11][CH:10]=2)=[N:6][C:5]=1[CH2:15][O:16][C:17]1[CH:41]=[CH:40][C:20]([CH2:21][O:22]/[N:23]=[C:24](/[C:34]2[CH:39]=[CH:38][CH:37]=[CH:36][CH:35]=2)\[CH2:25][CH2:26][CH2:27][CH2:28][C:29]([O:31]CC)=[O:30])=[CH:19][CH:18]=1.CO.Cl, predict the reaction product. The product is: [CH3:3][C:4]1[O:8][C:7]([C:9]2[CH:10]=[CH:11][CH:12]=[CH:13][CH:14]=2)=[N:6][C:5]=1[CH2:15][O:16][C:17]1[CH:18]=[CH:19][C:20]([CH2:21][O:22]/[N:23]=[C:24](/[C:34]2[CH:39]=[CH:38][CH:37]=[CH:36][CH:35]=2)\[CH2:25][CH2:26][CH2:27][CH2:28][C:29]([OH:31])=[O:30])=[CH:40][CH:41]=1. (7) Given the reactants [C:1]([O:5][C:6]([N:8]1[CH2:13][CH2:12][O:11][C@H:10]([C:14]2[CH:19]=[CH:18][C:17]([NH2:20])=[C:16]([F:21])[CH:15]=2)[CH2:9]1)=[O:7])([CH3:4])([CH3:3])[CH3:2].CN1CCOCC1.CN(C(ON1N=NC2C=CC=CC1=2)=[N+](C)C)C.[B-](F)(F)(F)F.[F:51][C:52]1[CH:60]=[C:59]2[C:55]([C:56]([C:61](O)=[O:62])=[N:57][NH:58]2)=[CH:54][CH:53]=1, predict the reaction product. The product is: [C:1]([O:5][C:6]([N:8]1[CH2:13][CH2:12][O:11][C@H:10]([C:14]2[CH:19]=[CH:18][C:17]([NH:20][C:61]([C:56]3[C:55]4[C:59](=[CH:60][C:52]([F:51])=[CH:53][CH:54]=4)[NH:58][N:57]=3)=[O:62])=[C:16]([F:21])[CH:15]=2)[CH2:9]1)=[O:7])([CH3:4])([CH3:2])[CH3:3]. (8) The product is: [CH3:1][N:2]([C:3]1[CH:8]=[CH:7][CH:6]=[CH:5][CH:4]=1)[C:9](=[O:14])[CH2:10][CH2:11][C:12]#[CH:13]. Given the reactants [CH3:1][NH:2][C:3]1[CH:8]=[CH:7][CH:6]=[CH:5][CH:4]=1.[C:9](O)(=[O:14])[CH2:10][CH2:11][C:12]#[CH:13].C1C=CC2N(O)N=NC=2C=1.CCN=C=NCCCN(C)C.Cl, predict the reaction product.